From a dataset of Forward reaction prediction with 1.9M reactions from USPTO patents (1976-2016). Predict the product of the given reaction. (1) Given the reactants [O:1]1[CH2:5]CCC1.C(OC[CH2:11][O:12][C:13]1[CH:14]=[N:15][C:16]([N:19]2[C:24](=[O:25])[C:23]([CH2:26][C:27]3[CH:32]=[CH:31][C:30]([C:33]4[CH:38]=[CH:37][CH:36]=[CH:35][C:34]=4[C:39]4[NH:43][N:42]=[N:41][N:40]=4)=[CH:29][CH:28]=3)=[C:22]([CH2:44][CH2:45][CH2:46][CH3:47])[N:21]=[C:20]2[CH3:48])=[N:17][CH:18]=1)(=O)C.[OH-:49].[Li+], predict the reaction product. The product is: [NH:40]1[C:39]([C:34]2[CH:35]=[CH:36][CH:37]=[CH:38][C:33]=2[C:30]2[CH:31]=[CH:32][C:27]([CH2:26][C:23]3[C:24](=[O:25])[N:19]([C:16]4[N:17]=[CH:18][C:13]([O:12][CH2:11][C:5]([OH:1])=[O:49])=[CH:14][N:15]=4)[C:20]([CH3:48])=[N:21][C:22]=3[CH2:44][CH2:45][CH2:46][CH3:47])=[CH:28][CH:29]=2)=[N:43][N:42]=[N:41]1. (2) Given the reactants [Cl-].[C:2]([C:4]1[CH:5]=[C:6]([CH2:11][CH2:12][C:13]2([OH:19])[CH2:18][CH2:17][NH2+:16][CH2:15][CH2:14]2)[CH:7]=[CH:8][C:9]=1[F:10])#[N:3].[N+:20]([C:23]1[CH:28]=[CH:27][C:26]([CH2:29][C:30](O)=[O:31])=[CH:25][CH:24]=1)([O-:22])=[O:21], predict the reaction product. The product is: [F:10][C:9]1[CH:8]=[CH:7][C:6]([CH2:11][CH2:12][C:13]2([OH:19])[CH2:18][CH2:17][N:16]([C:30](=[O:31])[CH2:29][C:26]3[CH:25]=[CH:24][C:23]([N+:20]([O-:22])=[O:21])=[CH:28][CH:27]=3)[CH2:15][CH2:14]2)=[CH:5][C:4]=1[C:2]#[N:3].